Dataset: Full USPTO retrosynthesis dataset with 1.9M reactions from patents (1976-2016). Task: Predict the reactants needed to synthesize the given product. (1) Given the product [OH:27][C@@H:29]([CH2:30][CH3:31])[CH2:28][O:1][C:2]1[CH:3]=[C:4]2[C:9](=[CH:10][CH:11]=1)[C:8](=[O:12])[N:7]([C:13]1[CH:14]=[CH:15][C:16]([N:19]3[CH2:25][CH2:24][CH2:23][N:22]([CH3:26])[CH2:21][CH2:20]3)=[CH:17][CH:18]=1)[CH2:6][CH2:5]2, predict the reactants needed to synthesize it. The reactants are: [OH:1][C:2]1[CH:3]=[C:4]2[C:9](=[CH:10][CH:11]=1)[C:8](=[O:12])[N:7]([C:13]1[CH:18]=[CH:17][C:16]([N:19]3[CH2:25][CH2:24][CH2:23][N:22]([CH3:26])[CH2:21][CH2:20]3)=[CH:15][CH:14]=1)[CH2:6][CH2:5]2.[O:27]1[C@@H:29]([CH2:30][CH3:31])[CH2:28]1. (2) Given the product [F:1][C:2]([F:7])([F:6])[C:3]([OH:5])=[O:4].[F:8][C:9]([F:14])([F:13])[C:10]([OH:12])=[O:11].[F:15][C:16]([F:21])([F:20])[C:17]([OH:19])=[O:18].[Cl:22][C:23]1[CH:24]=[N:25][C:26]2[NH:27][C:28]3[CH:29]=[N:30][CH:31]=[C:32]([CH:53]=3)[CH2:33][CH2:34][C:35]3[CH:43]=[C:39]([NH:40][C:41]=1[N:42]=2)[CH:38]=[CH:37][C:36]=3[O:44][CH2:45][CH2:46][CH:47]1[CH2:48][CH2:49][N:50]([C:55]([C:56]2[CH:57]=[N:58][CH:59]=[CH:60][CH:61]=2)=[O:62])[CH2:51][CH2:52]1, predict the reactants needed to synthesize it. The reactants are: [F:1][C:2]([F:7])([F:6])[C:3]([OH:5])=[O:4].[F:8][C:9]([F:14])([F:13])[C:10]([OH:12])=[O:11].[F:15][C:16]([F:21])([F:20])[C:17]([OH:19])=[O:18].[Cl:22][C:23]1[CH:24]=[N:25][C:26]2[NH:27][C:28]3[CH:29]=[N:30][CH:31]=[C:32]([CH:53]=3)[CH2:33][CH2:34][C:35]3[CH:43]=[C:39]([NH:40][C:41]=1[N:42]=2)[CH:38]=[CH:37][C:36]=3[O:44][CH2:45][CH2:46][CH:47]1[CH2:52][CH2:51][NH:50][CH2:49][CH2:48]1.Cl.[C:55](Cl)(=[O:62])[C:56]1[CH:61]=[CH:60][CH:59]=[N:58][CH:57]=1. (3) Given the product [C:1]([OH:9])(=[O:8])[C:2]([CH2:4][C:5]([OH:7])=[O:6])=[CH2:3].[CH3:17][NH2:18], predict the reactants needed to synthesize it. The reactants are: [C:1]([OH:9])(=[O:8])[C:2]([CH2:4][C:5]([OH:7])=[O:6])=[CH2:3].CN.C(C1C[N:18](C)[C:17](=O)C1)(O)=O. (4) Given the product [CH2:1]([O:3][P:4]([CH:9]=[C:10]1[NH:16][CH2:15][CH2:14][N:13]([CH3:17])[C:12]2[CH:18]=[C:19]([C:25]3[CH:26]=[CH:27][S:23][CH:24]=3)[CH:20]=[CH:21][C:11]1=2)(=[O:8])[O:5][CH2:6][CH3:7])[CH3:2], predict the reactants needed to synthesize it. The reactants are: [CH2:1]([O:3][P:4]([CH:9]=[C:10]1[NH:16][CH2:15][CH2:14][N:13]([CH3:17])[C:12]2[CH:18]=[C:19](Br)[CH:20]=[CH:21][C:11]1=2)(=[O:8])[O:5][CH2:6][CH3:7])[CH3:2].[S:23]1[CH:27]=[CH:26][C:25](B(O)O)=[CH:24]1.[F-].[Cs+]. (5) Given the product [N:24]1[CH:25]=[CH:26][C:21]([C:19]([C:11]2[NH:10][C:14]3=[CH:15][N:16]=[CH:17][CH:18]=[C:13]3[CH:12]=2)=[O:20])=[CH:22][CH:23]=1, predict the reactants needed to synthesize it. The reactants are: C1(S([N:10]2[C:14]3=[CH:15][N:16]=[CH:17][CH:18]=[C:13]3[CH:12]=[C:11]2[CH:19]([C:21]2[CH:26]=[CH:25][N:24]=[CH:23][CH:22]=2)[OH:20])(=O)=O)C=CC=CC=1.[OH-].[Na+].